Dataset: Reaction yield outcomes from USPTO patents with 853,638 reactions. Task: Predict the reaction yield, written as a fraction of the theoretical maximum amount of product (1.0 means a 100% yield; for example, 0.34 means a 34% yield). (1) The reactants are C1C2C(=CC=CC=2)[C@H](N)[C@@H]1O.[Br:12][C:13]1[CH:22]=[C:21]2[C:16]([CH:17]=[CH:18][C:19](/[C:23](=[N:25]/[S@@:26]([C:28]([CH3:31])([CH3:30])[CH3:29])=[O:27])/[CH3:24])=[N:20]2)=[CH:15][CH:14]=1.CC(C)([O-])C.[K+]. The catalyst is CC(O)C.C([C@@H]1NC(=O)[C@H](C)[C@H](OCC(F)(F)F)CCC=CC2=CC(=CC=C2)[C@@H](C)NC(=O)[C@H]2NN(CCC2)C(=O)[C@H](C)NC1=O)(C)C. The product is [Br:12][C:13]1[CH:22]=[C:21]2[C:16]([CH:17]=[CH:18][C:19]([C@H:23]([NH:25][S@@:26]([C:28]([CH3:29])([CH3:31])[CH3:30])=[O:27])[CH3:24])=[N:20]2)=[CH:15][CH:14]=1. The yield is 0.640. (2) The reactants are [H-].[Na+].[CH2:3]([OH:6])[CH2:4][OH:5].[Cl:7][C:8]1[C:9]([CH3:36])=[C:10]([C:29]2[CH:30]=[N:31][C:32](F)=[CH:33][CH:34]=2)[C:11]([O:27][CH3:28])=[C:12]([CH:14]([N:16]2[C:20]3=[N:21][CH:22]=[N:23][C:24]([NH2:25])=[C:19]3[C:18]([CH3:26])=[N:17]2)[CH3:15])[CH:13]=1. No catalyst specified. The product is [NH2:25][C:24]1[N:23]=[CH:22][N:21]=[C:20]2[N:16]([CH:14]([C:12]3[C:11]([O:27][CH3:28])=[C:10]([C:29]4[CH:34]=[CH:33][C:32]([O:5][CH2:4][CH2:3][OH:6])=[N:31][CH:30]=4)[C:9]([CH3:36])=[C:8]([Cl:7])[CH:13]=3)[CH3:15])[N:17]=[C:18]([CH3:26])[C:19]=12. The yield is 0.170. (3) The reactants are [OH:1][CH2:2][CH2:3][N:4]1[CH2:9][CH2:8][NH:7][CH2:6][CH2:5]1.[CH2:10]=[C:11]1[O:15][C:13](=[O:14])[CH2:12]1. The catalyst is O1CCCC1. The product is [OH:1][CH2:2][CH2:3][N:4]1[CH2:9][CH2:8][N:7]([C:13](=[O:14])[CH2:12][C:11](=[O:15])[CH3:10])[CH2:6][CH2:5]1. The yield is 0.710. (4) The yield is 0.440. The product is [Cl:1][C:2]1[N:3]=[C:4]([C:9]([NH:11][C@H:12]2[CH2:17][CH2:16][N:15]([C:18]3[CH:23]=[CH:22][N:21]([C:24]4[S:25][C:26]([C:30]([OH:32])=[O:31])=[C:27]([CH3:29])[N:28]=4)[C:20](=[O:35])[CH:19]=3)[CH2:14][C@H:13]2[O:36][CH2:37][CH3:38])=[O:10])[NH:5][C:6]=1[CH2:7][CH3:8]. The catalyst is O1CCOCC1.[Cl-].[Na+].O. The reactants are [Cl:1][C:2]1[N:3]=[C:4]([C:9]([NH:11][C@H:12]2[CH2:17][CH2:16][N:15]([C:18]3[CH:23]=[CH:22][N:21]([C:24]4[S:25][C:26]([C:30]([O:32]CC)=[O:31])=[C:27]([CH3:29])[N:28]=4)[C:20](=[O:35])[CH:19]=3)[CH2:14][C@H:13]2[O:36][CH2:37][CH3:38])=[O:10])[NH:5][C:6]=1[CH2:7][CH3:8].[OH-].[Na+].Cl. (5) The reactants are [CH3:1][O:2][C:3]1[CH:8]=[CH:7][C:6]([C:9](=[O:11])[CH3:10])=[CH:5][CH:4]=1.[O:12]1[CH:16]=[CH:15][CH:14]=[C:13]1[CH:17]=O.C[O-].[Na+].Cl. The catalyst is CO. The product is [O:12]1[CH:16]=[CH:15][CH:14]=[C:13]1[CH:17]=[CH:10][C:9]([C:6]1[CH:7]=[CH:8][C:3]([O:2][CH3:1])=[CH:4][CH:5]=1)=[O:11]. The yield is 0.920. (6) The reactants are [OH:1][C:2]1[CH:25]=[CH:24][CH:23]=[CH:22][C:3]=1[C:4]([NH:6][CH:7]([CH3:21])[CH:8]([NH:10]C(=O)OCC1C=CC=CC=1)[CH3:9])=[O:5]. The catalyst is CO.[Pd]. The product is [NH2:10][CH:8]([CH3:9])[CH:7]([NH:6][C:4](=[O:5])[C:3]1[CH:22]=[CH:23][CH:24]=[CH:25][C:2]=1[OH:1])[CH3:21]. The yield is 0.860. (7) The catalyst is ClCCl. The product is [CH2:1]([O:8][C:9](=[O:33])[C@@H:10]([NH:20][C:21](=[O:32])[C@@H:22]([NH:24][C:59]([CH:51]1[CH2:50][C:58]2[C:53](=[CH:54][CH:55]=[CH:56][CH:57]=2)[CH2:52]1)=[O:61])[CH3:23])[CH2:11][C:12]1[CH:13]=[CH:14][C:15]([O:18][CH3:19])=[CH:16][CH:17]=1)[C:2]1[CH:3]=[CH:4][CH:5]=[CH:6][CH:7]=1. The yield is 0.880. The reactants are [CH2:1]([O:8][C:9](=[O:33])[C@@H:10]([NH:20][C:21](=[O:32])[C@@H:22]([NH:24]C(OC(C)(C)C)=O)[CH3:23])[CH2:11][C:12]1[CH:17]=[CH:16][C:15]([O:18][CH3:19])=[CH:14][CH:13]=1)[C:2]1[CH:7]=[CH:6][CH:5]=[CH:4][CH:3]=1.FC(F)(F)C(O)=O.C(N(CC)C(C)C)(C)C.[CH2:50]1[C:58]2[C:53](=[CH:54][CH:55]=[CH:56][CH:57]=2)[CH2:52][CH:51]1[C:59]([OH:61])=O.CN(C(ON1N=NC2C=CC=NC1=2)=[N+](C)C)C.F[P-](F)(F)(F)(F)F. (8) The reactants are [CH3:1][O:2][C:3]1[C:4]([NH:15][C:16](=[O:20])OCC)=[N:5][C:6]2[C:11]([N:12]=1)=[CH:10][C:9]([O:13][CH3:14])=[CH:8][CH:7]=2.[Cl:21][C:22]1[CH:27]=[CH:26][CH:25]=[CH:24][C:23]=1[N:28]1[CH2:33][CH2:32][NH:31][CH2:30][CH2:29]1. No catalyst specified. The product is [CH3:1][O:2][C:3]1[C:4]([NH:15][C:16]([N:31]2[CH2:30][CH2:29][N:28]([C:23]3[CH:24]=[CH:25][CH:26]=[CH:27][C:22]=3[Cl:21])[CH2:33][CH2:32]2)=[O:20])=[N:5][C:6]2[C:11]([N:12]=1)=[CH:10][C:9]([O:13][CH3:14])=[CH:8][CH:7]=2. The yield is 0.890. (9) The reactants are F[C:2]1[CH:7]=[C:6]([F:8])[CH:5]=[CH:4][C:3]=1[N+:9]([O-:11])=[O:10].[F:12][C:13]([F:17])([F:16])[CH2:14][OH:15].C([O-])([O-])=O.[Cs+].[Cs+]. The catalyst is C1COCC1.O. The product is [F:8][C:6]1[CH:5]=[CH:4][C:3]([N+:9]([O-:11])=[O:10])=[C:2]([O:15][CH2:14][C:13]([F:17])([F:16])[F:12])[CH:7]=1. The yield is 0.670.